This data is from Catalyst prediction with 721,799 reactions and 888 catalyst types from USPTO. The task is: Predict which catalyst facilitates the given reaction. Reactant: [Cl:1][C:2]1[CH:29]=[CH:28][C:5]([CH2:6][NH:7][C:8]([C:10]2[C:11]([OH:27])=[C:12]3[CH:18]=[C:17]([C:19]([N:21]4[CH2:26][CH2:25][O:24][CH2:23][CH2:22]4)=[O:20])[S:16][C:13]3=[N:14][CH:15]=2)=[O:9])=[CH:4][CH:3]=1.[C:30](=O)([O-])[O-].[K+].[K+].IC.O. Product: [Cl:1][C:2]1[CH:29]=[CH:28][C:5]([CH2:6][NH:7][C:8]([C:10]2[C:11](=[O:27])[C:12]3[CH:18]=[C:17]([C:19]([N:21]4[CH2:22][CH2:23][O:24][CH2:25][CH2:26]4)=[O:20])[S:16][C:13]=3[N:14]([CH3:30])[CH:15]=2)=[O:9])=[CH:4][CH:3]=1. The catalyst class is: 3.